Dataset: NCI-60 drug combinations with 297,098 pairs across 59 cell lines. Task: Regression. Given two drug SMILES strings and cell line genomic features, predict the synergy score measuring deviation from expected non-interaction effect. Drug 1: CC(C1=C(C=CC(=C1Cl)F)Cl)OC2=C(N=CC(=C2)C3=CN(N=C3)C4CCNCC4)N. Drug 2: CCCCCOC(=O)NC1=NC(=O)N(C=C1F)C2C(C(C(O2)C)O)O. Cell line: SW-620. Synergy scores: CSS=8.13, Synergy_ZIP=-2.04, Synergy_Bliss=-2.01, Synergy_Loewe=-20.8, Synergy_HSA=-4.85.